From a dataset of Reaction yield outcomes from USPTO patents with 853,638 reactions. Predict the reaction yield, written as a fraction of the theoretical maximum amount of product (1.0 means a 100% yield; for example, 0.34 means a 34% yield). (1) The reactants are Br[C:2]1[CH:7]=[CH:6][CH:5]=[C:4]([Cl:8])[C:3]=1[N:9]1[C:13]2=[N:14][CH:15]=[N:16][C:17]([O:18][C@@H:19]([CH2:30][O:31][C@H:32]([CH3:45])[CH2:33][O:34][Si:35]([CH:42]([CH3:44])[CH3:43])([CH:39]([CH3:41])[CH3:40])[CH:36]([CH3:38])[CH3:37])[C:20]([NH:22][C:23]3[CH:28]=[N:27][C:26]([CH3:29])=[CH:25][N:24]=3)=[O:21])=[C:12]2[CH:11]=[N:10]1.CC1(C)C2C=CC=C(P(C3C=CC=CC=3)C3C=CC=CC=3)C=2OC2C1=CC=CC=2P(C1C=CC=CC=1)C1C=CC=CC=1.[CH3:88][N:89]1CCCC1=O. The catalyst is C1C=CC(/C=C/C(/C=C/C2C=CC=CC=2)=O)=CC=1.C1C=CC(/C=C/C(/C=C/C2C=CC=CC=2)=O)=CC=1.C1C=CC(/C=C/C(/C=C/C2C=CC=CC=2)=O)=CC=1.[Pd].[Pd].[C-]#N.[Zn+2].[C-]#N. The product is [Cl:8][C:4]1[CH:5]=[CH:6][CH:7]=[C:2]([C:88]#[N:89])[C:3]=1[N:9]1[C:13]2[N:14]=[CH:15][N:16]=[C:17]([O:18][C@@H:19]([CH2:30][O:31][C@H:32]([CH3:45])[CH2:33][O:34][Si:35]([CH:42]([CH3:44])[CH3:43])([CH:39]([CH3:41])[CH3:40])[CH:36]([CH3:38])[CH3:37])[C:20]([NH:22][C:23]3[CH:28]=[N:27][C:26]([CH3:29])=[CH:25][N:24]=3)=[O:21])[C:12]=2[CH:11]=[N:10]1. The yield is 0.790. (2) The reactants are [Br:1][C:2]1[C:3]([F:11])=[C:4]([CH:8]=[CH:9][CH:10]=1)[C:5]([NH2:7])=O.S(C)C. The catalyst is C1COCC1. The product is [Br:1][C:2]1[C:3]([F:11])=[C:4]([CH2:5][NH2:7])[CH:8]=[CH:9][CH:10]=1. The yield is 0.460. (3) The reactants are Cl[C:2]1[N:7]=[C:6]([C:8]([OH:10])=[O:9])[CH:5]=[CH:4][C:3]=1[CH:11]1[CH2:13][CH2:12]1.[F:14][C:15]([F:22])([F:21])[C@@H:16]([OH:20])[CH2:17][CH2:18][OH:19].CC(C)([O-])C.[K+].Cl. The catalyst is CN(C=O)C. The product is [CH:11]1([C:3]2[CH:4]=[CH:5][C:6]([C:8]([OH:10])=[O:9])=[N:7][C:2]=2[O:20][C@H:16]([C:15]([F:22])([F:21])[F:14])[CH2:17][CH2:18][OH:19])[CH2:13][CH2:12]1. The yield is 0.0540. (4) The reactants are Cl[C:2]1[C:3]2[C:10]([C:11]#[N:12])=[CH:9][NH:8][C:4]=2[N:5]=[CH:6][N:7]=1.[NH:13]1[CH2:18][CH2:17][CH2:16][CH2:15][CH2:14]1. The catalyst is C(O)(C)(C)C.CCOCC. The product is [N:13]1([C:2]2[C:3]3[C:10]([C:11]#[N:12])=[CH:9][NH:8][C:4]=3[N:5]=[CH:6][N:7]=2)[CH2:18][CH2:17][CH2:16][CH2:15][CH2:14]1. The yield is 0.420.